From a dataset of Full USPTO retrosynthesis dataset with 1.9M reactions from patents (1976-2016). Predict the reactants needed to synthesize the given product. (1) Given the product [CH2:36]([N:46]1[CH2:51][CH2:50][N:49]([C:27]([CH:24]2[CH2:25][CH2:26][N:21]([C:19]([C:18]3[CH:17]=[CH:16][C:15]([O:14][C:11]4[N:12]=[CH:13][C:8]([NH:7][C:5](=[O:6])[C:4]5[CH:32]=[CH:33][C:34]([Cl:35])=[C:2]([Cl:1])[CH:3]=5)=[CH:9][CH:10]=4)=[CH:31][CH:30]=3)=[O:20])[CH2:22][CH2:23]2)=[O:28])[CH2:48][CH2:47]1)[C:37]1[CH:45]=[CH:44][C:43]2[O:42][CH2:41][O:40][C:39]=2[CH:38]=1, predict the reactants needed to synthesize it. The reactants are: [Cl:1][C:2]1[CH:3]=[C:4]([CH:32]=[CH:33][C:34]=1[Cl:35])[C:5]([NH:7][C:8]1[CH:9]=[CH:10][C:11]([O:14][C:15]2[CH:31]=[CH:30][C:18]([C:19]([N:21]3[CH2:26][CH2:25][CH:24]([C:27](O)=[O:28])[CH2:23][CH2:22]3)=[O:20])=[CH:17][CH:16]=2)=[N:12][CH:13]=1)=[O:6].[CH2:36]([N:46]1[CH2:51][CH2:50][NH:49][CH2:48][CH2:47]1)[C:37]1[CH:45]=[CH:44][C:43]2[O:42][CH2:41][O:40][C:39]=2[CH:38]=1.O.ON1C2C=CC=CC=2N=N1.Cl.C(N=C=NCCCN(C)C)C. (2) Given the product [CH3:3][NH:4][C:5]1[N:10]=[C:9]([CH2:11][CH2:12][O:13][C:14]2[CH:15]=[CH:16][C:17]3[C:21]([CH2:22][CH2:23][C:24]([OH:26])=[O:25])=[CH:20][O:19][C:18]=3[CH:29]=2)[CH:8]=[CH:7][CH:6]=1, predict the reactants needed to synthesize it. The reactants are: [OH-].[Na+].[CH3:3][NH:4][C:5]1[N:10]=[C:9]([CH2:11][CH2:12][O:13][C:14]2[CH:15]=[CH:16][C:17]3[C:21]([CH2:22][CH2:23][C:24]([O:26]CC)=[O:25])=[CH:20][O:19][C:18]=3[CH:29]=2)[CH:8]=[CH:7][CH:6]=1. (3) The reactants are: ClC1C=CC2[N:8]=C(C)C=CC=2C=1C(O)=O.[Cl:16][C:17]1[C:18]([NH:34][C:35](=[O:43])[CH2:36][CH:37]2[CH2:42][CH2:41][CH2:40][CH2:39][CH2:38]2)=[C:19]2[C:24](=[CH:25][CH:26]=1)[N:23]=[C:22]([N:27]1[CH2:31][CH2:30][C@@H:29]([C:32]#[N:33])[CH2:28]1)[CH:21]=[CH:20]2.C([Sn](=O)CCCC)CCC.[N:54]([Si](C)(C)C)=[N+:55]=[N-:56]. Given the product [NH3:8].[Cl:16][C:17]1[C:18]([NH:34][C:35](=[O:43])[CH2:36][CH:37]2[CH2:42][CH2:41][CH2:40][CH2:39][CH2:38]2)=[C:19]2[C:24](=[CH:25][CH:26]=1)[N:23]=[C:22]([N:27]1[CH2:31][CH2:30][C@@H:29]([C:32]3[NH:56][N:55]=[N:54][N:33]=3)[CH2:28]1)[CH:21]=[CH:20]2, predict the reactants needed to synthesize it. (4) Given the product [O:46]=[S:21]1(=[O:20])[C:27]2[CH:28]=[C:29]([O:33][CH:2]([C:8]3[CH:13]=[CH:12][CH:11]=[CH:10][CH:9]=3)[C:3]([O:5][CH2:6][CH3:7])=[O:4])[C:30]([Br:32])=[CH:31][C:26]=2[N:25]([C:34]2[CH:39]=[CH:38][CH:37]=[CH:36][CH:35]=2)[CH2:24][C:23]([CH2:42][CH2:43][CH2:44][CH3:45])([CH2:40][CH3:41])[CH2:22]1, predict the reactants needed to synthesize it. The reactants are: Br[CH:2]([C:8]1[CH:13]=[CH:12][CH:11]=[CH:10][CH:9]=1)[C:3]([O:5][CH2:6][CH3:7])=[O:4].C([O-])([O-])=O.[Na+].[Na+].[O:20]=[S:21]1(=[O:46])[C:27]2[CH:28]=[C:29]([OH:33])[C:30]([Br:32])=[CH:31][C:26]=2[N:25]([C:34]2[CH:39]=[CH:38][CH:37]=[CH:36][CH:35]=2)[CH2:24][C:23]([CH2:42][CH2:43][CH2:44][CH3:45])([CH2:40][CH3:41])[CH2:22]1. (5) Given the product [CH2:31]([O:45][C:43](=[O:44])[CH2:42][NH:41][C:2]1[N:3]([CH2:28][CH2:29][CH3:30])[C:4](=[O:27])[C:5]2[NH:6][C:7]([C:11]3[CH:12]=[N:13][N:14]([CH2:16][C:17]4[CH:22]=[CH:21][CH:20]=[C:19]([C:23]([F:26])([F:24])[F:25])[CH:18]=4)[CH:15]=3)=[N:8][C:9]=2[N:10]=1)[CH3:32], predict the reactants needed to synthesize it. The reactants are: Cl[C:2]1[N:3]([CH2:28][CH2:29][CH3:30])[C:4](=[O:27])[C:5]2[NH:6][C:7]([C:11]3[CH:12]=[N:13][N:14]([CH2:16][C:17]4[CH:22]=[CH:21][CH:20]=[C:19]([C:23]([F:26])([F:25])[F:24])[CH:18]=4)[CH:15]=3)=[N:8][C:9]=2[N:10]=1.[CH2:31](N(CC)CC)[CH3:32].Cl.C([NH:41][CH2:42][C:43]([OH:45])=[O:44])C.C(OCC)(=O)C.